Task: Predict the reactants needed to synthesize the given product.. Dataset: Full USPTO retrosynthesis dataset with 1.9M reactions from patents (1976-2016) Given the product [C:1]([OH:6])(=[O:5])[CH:2]([CH3:4])[OH:3].[CH3:9][C@@H:10]1[O:15][C@@H:14]([O:16][C@H:17]2[C@H:22]([O:23][C:24]3[C:25]4[O:79][C:75]5=[C:76]([Cl:78])[CH:77]=[C:72]([CH:73]=[CH:74]5)[C@@H:71]([OH:80])[C@@H:70]5[NH:81][C:82](=[O:83])[C@@H:51]([C:52]6[CH:53]=[CH:54][C:55]([OH:87])=[C:56]([C:58]7[C:63]([OH:64])=[CH:62][C:61]([OH:65])=[CH:60][C:59]=7[C@@H:66]([C:84]([OH:86])=[O:85])[NH:67][C:68]5=[O:69])[CH:57]=6)[NH:50][C:48](=[O:49])[C@H:47]5[C:27](=[CH:28][C:29]=3[O:30][C:31]3[CH:32]=[CH:33][C:34]([C@@H:38]([OH:102])[C@@H:39]([NH:92][C:93]([C@H:95]([NH:100][CH3:101])[CH2:96][CH:97]([CH3:98])[CH3:99])=[O:94])[C:40]([NH:42][C@@H:43]([CH2:88][C:89]([NH2:91])=[O:90])[C:44]([NH:46]5)=[O:45])=[O:41])=[CH:35][C:36]=3[Cl:37])[CH:26]=4)[O:21][C@H:20]([CH2:103][OH:104])[C@@H:19]([OH:105])[C@@H:18]2[OH:106])[CH2:13][C@@:12]([NH2:108])([CH3:107])[C@@H:11]1[OH:109], predict the reactants needed to synthesize it. The reactants are: [C:1]([OH:6])(=[O:5])[CH:2]([CH3:4])[OH:3].[OH-].[Na+].[CH3:9][C@@H:10]1[O:15][C@@H:14]([O:16][C@H:17]2[C@H:22]([O:23][C:24]3[C:25]4[O:79][C:75]5=[C:76]([Cl:78])[CH:77]=[C:72]([CH:73]=[CH:74]5)[C@@H:71]([OH:80])[C@@H:70]5[NH:81][C:82](=[O:83])[C@@H:51]([C:52]6[CH:53]=[CH:54][C:55]([OH:87])=[C:56]([C:58]7[C:63]([OH:64])=[CH:62][C:61]([OH:65])=[CH:60][C:59]=7[C@@H:66]([C:84]([OH:86])=[O:85])[NH:67][C:68]5=[O:69])[CH:57]=6)[NH:50][C:48](=[O:49])[C@H:47]5[C:27](=[CH:28][C:29]=3[O:30][C:31]3[CH:32]=[CH:33][C:34]([C@@H:38]([OH:102])[C@@H:39]([NH:92][C:93]([C@H:95]([NH:100][CH3:101])[CH2:96][CH:97]([CH3:99])[CH3:98])=[O:94])[C:40]([NH:42][C@@H:43]([CH2:88][C:89]([NH2:91])=[O:90])[C:44]([NH:46]5)=[O:45])=[O:41])=[CH:35][C:36]=3[Cl:37])[CH:26]=4)[O:21][C@H:20]([CH2:103][OH:104])[C@@H:19]([OH:105])[C@@H:18]2[OH:106])[CH2:13][C@@:12]([NH2:108])([CH3:107])[C@@H:11]1[OH:109].Cl.N[C@H](C(O)=O)CCSC.